Dataset: TCR-epitope binding with 47,182 pairs between 192 epitopes and 23,139 TCRs. Task: Binary Classification. Given a T-cell receptor sequence (or CDR3 region) and an epitope sequence, predict whether binding occurs between them. (1) The epitope is FIAGLIAIV. The TCR CDR3 sequence is CASSSRTGYRDEQFF. Result: 0 (the TCR does not bind to the epitope). (2) The epitope is EILDITPCSF. The TCR CDR3 sequence is CASSVISGTGLPGELFF. Result: 0 (the TCR does not bind to the epitope).